From a dataset of Catalyst prediction with 721,799 reactions and 888 catalyst types from USPTO. Predict which catalyst facilitates the given reaction. (1) Reactant: [Cl:1][C:2]1[CH:3]=[C:4]([O:12][CH2:13][C:14]2[C:24]([F:25])=[CH:23][C:17]([C:18]([O:20]CC)=[O:19])=[C:16]([F:26])[CH:15]=2)[CH:5]=[N:6][C:7]=1[O:8][CH:9]([CH3:11])[CH3:10].O1CCCC1.CO.[OH-].[Na+].Cl. Product: [Cl:1][C:2]1[CH:3]=[C:4]([O:12][CH2:13][C:14]2[C:24]([F:25])=[CH:23][C:17]([C:18]([OH:20])=[O:19])=[C:16]([F:26])[CH:15]=2)[CH:5]=[N:6][C:7]=1[O:8][CH:9]([CH3:10])[CH3:11]. The catalyst class is: 13. (2) Reactant: [C:1]([C:5]1[CH:40]=[CH:39][C:8]([CH2:9][N:10]2[C:14](=[O:15])[N:13]([CH2:16][CH3:17])[C:12]([CH2:18][CH2:19][CH2:20][C:21]3[CH:22]=[C:23]([C:27]4[CH:32]=[CH:31][C:30]([CH2:33][C:34]([O:36]C)=[O:35])=[C:29]([OH:38])[CH:28]=4)[CH:24]=[CH:25][CH:26]=3)=[N:11]2)=[CH:7][CH:6]=1)([CH3:4])([CH3:3])[CH3:2].[Li+].[OH-]. Product: [C:1]([C:5]1[CH:6]=[CH:7][C:8]([CH2:9][N:10]2[C:14](=[O:15])[N:13]([CH2:16][CH3:17])[C:12]([CH2:18][CH2:19][CH2:20][C:21]3[CH:22]=[C:23]([C:27]4[CH:32]=[CH:31][C:30]([CH2:33][C:34]([OH:36])=[O:35])=[C:29]([OH:38])[CH:28]=4)[CH:24]=[CH:25][CH:26]=3)=[N:11]2)=[CH:39][CH:40]=1)([CH3:2])([CH3:3])[CH3:4]. The catalyst class is: 36. (3) Reactant: [CH2:1]([O:3][C:4]([C:6]1[O:7][C:8]2[C:13]([C:14](=[O:16])[CH:15]=1)=[CH:12][C:11]([O:17][CH2:18][CH3:19])=[CH:10][C:9]=2Br)=[O:5])[CH3:2].C1(P(C2C=CC=CC=2)C2C=CC3C(=CC=CC=3)C=2C2C3C(=CC=CC=3)C=CC=2P(C2C=CC=CC=2)C2C=CC=CC=2)C=CC=CC=1.[N+](C1C=C[C:73]([N:76]2[CH2:81][CH2:80][N:79](C(=O)C)[CH2:78][CH2:77]2)=CC=1)([O-])=O.CN1CCNCC1.C(=O)([O-])[O-].[Cs+].[Cs+]. Product: [CH2:1]([O:3][C:4]([C:6]1[O:7][C:8]2[C:13]([C:14](=[O:16])[CH:15]=1)=[CH:12][C:11]([O:17][CH2:18][CH3:19])=[CH:10][C:9]=2[N:79]1[CH2:80][CH2:81][N:76]([CH3:73])[CH2:77][CH2:78]1)=[O:5])[CH3:2]. The catalyst class is: 11. (4) Reactant: Cl[C:2]1[CH:7]=[C:6]([C:8]([F:11])([F:10])[F:9])[N:5]=[C:4]([C:12]2[CH:17]=[N:16][CH:15]=[CH:14][N:13]=2)[N:3]=1.[CH3:18][O:19][C:20]1[CH:26]=[CH:25][C:24]([O:27][CH3:28])=[CH:23][C:21]=1[NH2:22].Cl.[OH-].[Na+]. Product: [CH3:18][O:19][C:20]1[CH:26]=[CH:25][C:24]([O:27][CH3:28])=[CH:23][C:21]=1[NH:22][C:2]1[CH:7]=[C:6]([C:8]([F:11])([F:10])[F:9])[N:5]=[C:4]([C:12]2[CH:17]=[N:16][CH:15]=[CH:14][N:13]=2)[N:3]=1. The catalyst class is: 97. (5) Reactant: [CH3:1][O:2][C:3]1[C:8]([O:9][CH2:10][CH2:11][N:12]([CH2:20][CH:21]([OH:37])[CH2:22][O:23][C:24]2[C:29]3[C:30]4[C:35]([NH:36][C:28]=3[CH:27]=[CH:26][CH:25]=2)=[CH:34][CH:33]=[CH:32][CH:31]=4)CC2C=CC=CC=2)=[CH:7][CH:6]=[CH:5][CH:4]=1.C(OCC)(=O)C. Product: [CH3:1][O:2][C:3]1[CH:4]=[CH:5][CH:6]=[CH:7][C:8]=1[O:9][CH2:10][CH2:11][NH:12][CH2:20][CH:21]([OH:37])[CH2:22][O:23][C:24]1[CH:25]=[CH:26][CH:27]=[C:28]2[NH:36][C:35]3[CH:34]=[CH:33][CH:32]=[CH:31][C:30]=3[C:29]=12. The catalyst class is: 386.